This data is from Orexin1 receptor HTS with 218,158 compounds and 233 confirmed actives. The task is: Binary Classification. Given a drug SMILES string, predict its activity (active/inactive) in a high-throughput screening assay against a specified biological target. (1) The drug is O(C(=O)C1CN(C(=O)C1)Cc1ccccc1)CC(=O)Nc1ccc(cc1)C(OC)=O. The result is 0 (inactive). (2) The drug is n12nc(nc2c2c(C1)cccc2)c1cc2nc(n(c2cc1)CC)C. The result is 1 (active). (3) The compound is O=C(C1CCN(CC1)C(=O)c1ccc(cc1)C)c1c(cc(cc1C)C)C. The result is 0 (inactive). (4) The compound is O=C(N1CCN(CC1)c1ccccc1)CC(c1cc2OCOc2cc1)c1c(OC)cc(OC)cc1O. The result is 0 (inactive). (5) The drug is Clc1ccc(c2c(c3n(nc(n3)C)cc2)C#N)cc1. The result is 0 (inactive). (6) The drug is Fc1ccc(cc1)C(=O)N\N=C(\c1ncccc1)C. The result is 0 (inactive). (7) The molecule is O(c1c2c([nH]\c(cc2C(O)=O)=C2/C=C(OC)C(=O)C=C2)cc(OC)c1OC)C. The result is 0 (inactive). (8) The molecule is S(c1nc(=O)n(c2CCCc12)CCCN(CC)CC)CC(=O)Nc1sc2c(n1)cccc2. The result is 0 (inactive). (9) The compound is Clc1c(C(=O)Nc2cc(c(cc2O)C)C)cc([N+]([O-])=O)cc1. The result is 0 (inactive). (10) The compound is S(=O)(=O)(N(CC(=O)NCCc1cc(ccc1)C)c1ccc(OC)cc1)c1c(onc1C)C. The result is 1 (active).